This data is from Full USPTO retrosynthesis dataset with 1.9M reactions from patents (1976-2016). The task is: Predict the reactants needed to synthesize the given product. (1) Given the product [Cl:28][C:22]1[C:23]([Cl:27])=[CH:24][CH:25]=[CH:26][C:21]=1[N:20]1[CH:19]=[N:18][N:17]=[C:16]1[NH:15][CH2:14][C:13]1[C:8]([N:1]2[CH2:7][CH2:6][CH2:5][N:4]([CH:30]([CH3:32])[CH3:29])[CH2:3][CH2:2]2)=[N:9][CH:10]=[CH:11][CH:12]=1, predict the reactants needed to synthesize it. The reactants are: [N:1]1([C:8]2[C:13]([CH2:14][NH:15][C:16]3[N:20]([C:21]4[CH:26]=[CH:25][CH:24]=[C:23]([Cl:27])[C:22]=4[Cl:28])[CH:19]=[N:18][N:17]=3)=[CH:12][CH:11]=[CH:10][N:9]=2)[CH2:7][CH2:6][CH2:5][NH:4][CH2:3][CH2:2]1.[CH3:29][C:30]([CH3:32])=O.C(O[BH-](OC(=O)C)OC(=O)C)(=O)C.[Na+].C(=O)(O)[O-].[Na+]. (2) Given the product [C:6]([OH:41])(=[O:7])[CH3:37].[NH2:23][C:21]1[N:20]=[CH:19][N:18]=[C:17]2[N:16]([C@H:24]3[CH2:29][CH2:28][C@@H:27]([N:30]4[CH2:35][CH2:34][N:33]([CH3:36])[CH2:32][CH2:31]4)[CH2:26][CH2:25]3)[N:15]=[C:14]([C:11]3[CH:12]=[CH:13][C:8]([O:7][C:6]4[CH:5]=[CH:4][C:3]([CH2:2][NH:1][S:40]([CH3:39])(=[O:42])=[O:41])=[CH:38][CH:37]=4)=[CH:9][CH:10]=3)[C:22]=12, predict the reactants needed to synthesize it. The reactants are: [NH2:1][CH2:2][C:3]1[CH:38]=[CH:37][C:6]([O:7][C:8]2[CH:13]=[CH:12][C:11]([C:14]3[C:22]4[C:17](=[N:18][CH:19]=[N:20][C:21]=4[NH2:23])[N:16]([C@H:24]4[CH2:29][CH2:28][C@@H:27]([N:30]5[CH2:35][CH2:34][N:33]([CH3:36])[CH2:32][CH2:31]5)[CH2:26][CH2:25]4)[N:15]=3)=[CH:10][CH:9]=2)=[CH:5][CH:4]=1.[CH3:39][S:40](Cl)(=[O:42])=[O:41]. (3) Given the product [Cl:1][C:2]1[CH:10]=[C:9]2[C:5]([CH:6]([CH:12]([CH3:14])[CH3:13])[N:7]([CH2:18][C:19]3[CH:20]=[CH:21][C:22]([C:25]([F:26])([F:27])[F:28])=[CH:23][CH:24]=3)[C:8]2=[O:11])=[CH:4][CH:3]=1, predict the reactants needed to synthesize it. The reactants are: [Cl:1][C:2]1[CH:10]=[C:9]2[C:5]([CH:6]([CH:12]([CH3:14])[CH3:13])[NH:7][C:8]2=[O:11])=[CH:4][CH:3]=1.[H-].[Na+].Br[CH2:18][C:19]1[CH:24]=[CH:23][C:22]([C:25]([F:28])([F:27])[F:26])=[CH:21][CH:20]=1.[NH4+].[Cl-]. (4) Given the product [CH:23]1([N:22]2[C:21]3[CH:29]=[CH:30][C:31]([C:33]([OH:35])=[O:34])=[CH:32][C:20]=3[N:19]=[C:18]2[C:13]2[CH:14]=[C:15]3[C:10](=[CH:11][CH:12]=2)[N:9]=[C:8]([C:71]2[C:67]([CH3:66])=[N:68][N:69]([C:76]4[CH:77]=[CH:78][CH:79]=[CH:80][CH:81]=4)[C:70]=2[CH3:75])[CH:17]=[CH:16]3)[CH2:24][CH2:25][CH2:26][CH2:27][CH2:28]1, predict the reactants needed to synthesize it. The reactants are: BrC1C=CC(O)=C([C:8]2[CH:17]=[CH:16][C:15]3[C:10](=[CH:11][CH:12]=[C:13]([C:18]4[N:22]([CH:23]5[CH2:28][CH2:27][CH2:26][CH2:25][CH2:24]5)[C:21]5[CH:29]=[CH:30][C:31]([C:33]([OH:35])=[O:34])=[CH:32][C:20]=5[N:19]=4)[CH:14]=3)[N:9]=2)C=1.C(OC(C1C=CC2N(C3CCCCC3)C(C3C=CC(N)=C(C=O)C=3)=NC=2C=1)=O)C.[CH3:66][C:67]1[C:71](C(=O)C)=[C:70]([CH3:75])[N:69]([C:76]2[CH:81]=[CH:80][CH:79]=[CH:78][CH:77]=2)[N:68]=1.[OH-].[K+]. (5) Given the product [F:1][C:2]1[C:31]([N:32]2[CH2:38][CH2:37][CH2:36][N:35]([CH3:39])[CH2:34][CH2:33]2)=[CH:30][C:5]2[NH:6][C:7]([C:9]3[C:13]([NH:14][C:15](=[O:23])[N:16]([CH:17]([CH3:18])[CH3:19])[CH:20]([CH3:22])[CH3:21])=[CH:12][NH:11][N:10]=3)=[N:8][C:4]=2[CH:3]=1, predict the reactants needed to synthesize it. The reactants are: [F:1][C:2]1[C:31]([N:32]2[CH2:38][CH2:37][CH2:36][N:35]([CH3:39])[CH2:34][CH2:33]2)=[CH:30][C:5]2[NH:6][C:7]([C:9]3[C:13]([NH:14][C:15](=[O:23])[N:16]([CH:20]([CH3:22])[CH3:21])[CH:17]([CH3:19])[CH3:18])=[CH:12][N:11](C4CCCCO4)[N:10]=3)=[N:8][C:4]=2[CH:3]=1.Cl. (6) Given the product [C:1]1([C:11]2[CH:27]=[CH:26][CH:25]=[CH:24][C:12]=2[CH2:13][N:14]2[CH:19]=[CH:18][CH:17]=[C:16]([C:20]([NH:28][C@@H:29]([CH2:37][CH2:38][CH2:39][NH:40][C:41]([NH:43][S:44]([C:47]3[C:48]([CH3:61])=[C:49]4[C:54](=[C:55]([CH3:58])[C:56]=3[CH3:57])[O:53][C:52]([CH3:60])([CH3:59])[CH2:51][CH2:50]4)(=[O:45])=[O:46])=[NH:42])[C:30]([O:32][C:33]([CH3:34])([CH3:35])[CH3:36])=[O:31])=[O:21])[C:15]2=[O:23])[C:10]2[C:5](=[CH:6][CH:7]=[CH:8][CH:9]=2)[CH:4]=[CH:3][CH:2]=1, predict the reactants needed to synthesize it. The reactants are: [C:1]1([C:11]2[CH:27]=[CH:26][CH:25]=[CH:24][C:12]=2[CH2:13][N:14]2[CH:19]=[CH:18][CH:17]=[C:16]([C:20](O)=[O:21])[C:15]2=[O:23])[C:10]2[C:5](=[CH:6][CH:7]=[CH:8][CH:9]=2)[CH:4]=[CH:3][CH:2]=1.[NH2:28][C@@H:29]([CH2:37][CH2:38][CH2:39][NH:40][C:41]([NH:43][S:44]([C:47]1[C:48]([CH3:61])=[C:49]2[C:54](=[C:55]([CH3:58])[C:56]=1[CH3:57])[O:53][C:52]([CH3:60])([CH3:59])[CH2:51][CH2:50]2)(=[O:46])=[O:45])=[NH:42])[C:30]([O:32][C:33]([CH3:36])([CH3:35])[CH3:34])=[O:31].CN(C(ON1N=NC2C=CC=CC1=2)=[N+](C)C)C.F[P-](F)(F)(F)(F)F.CCN(C(C)C)C(C)C. (7) Given the product [CH3:14][S:11]([C:8]1[CH:7]=[C:6]2[C:5](=[CH:10][CH:9]=1)[NH:4][CH:1]=[C:2]2[CH3:3])(=[O:13])=[O:12], predict the reactants needed to synthesize it. The reactants are: [CH2:1]([NH:4][C:5]1[CH:10]=[CH:9][C:8]([S:11]([CH3:14])(=[O:13])=[O:12])=[CH:7][C:6]=1I)[CH:2]=[CH2:3].Cl. (8) Given the product [F:25][C:17]1[C:18]([F:24])=[C:19]([O:22][CH3:23])[CH:20]=[CH:21][C:16]=1[CH2:15][CH:11]([NH:10][C:8](=[O:9])[O:7][C:3]([CH3:6])([CH3:5])[CH3:4])[C:12]1[NH:63][C:60]2[CH:61]=[CH:62][C:57]([F:56])=[CH:58][C:59]=2[N:64]=1, predict the reactants needed to synthesize it. The reactants are: N#N.[C:3]([O:7][C:8]([NH:10][CH:11]([CH2:15][C:16]1[CH:21]=[CH:20][C:19]([O:22][CH3:23])=[C:18]([F:24])[C:17]=1[F:25])[C:12](O)=O)=[O:9])([CH3:6])([CH3:5])[CH3:4].C(N1CCOCC1)C.CN(C(ON1N=NC2C=CC=CC1=2)=[N+](C)C)C.[B-](F)(F)(F)F.[F:56][C:57]1[CH:58]=[C:59]([NH2:64])[C:60]([NH2:63])=[CH:61][CH:62]=1.